Dataset: CYP1A2 inhibition data for predicting drug metabolism from PubChem BioAssay. Task: Regression/Classification. Given a drug SMILES string, predict its absorption, distribution, metabolism, or excretion properties. Task type varies by dataset: regression for continuous measurements (e.g., permeability, clearance, half-life) or binary classification for categorical outcomes (e.g., BBB penetration, CYP inhibition). Dataset: cyp1a2_veith. (1) The compound is CCN1CCCC1CNC(=O)CCNC(=O)c1cc(OC)c(OC)c(OC)c1. The result is 0 (non-inhibitor). (2) The molecule is O=[N+]([O-])c1cc(Cc2cc([N+](=O)[O-])c3cccnc3c2O)c(O)c2ncccc12. The result is 0 (non-inhibitor). (3) The molecule is CO[C@@H](C)[C@](O)(C(=O)OCC1=CCN2CC[C@@H](O)[C@H]12)C(C)C. The result is 0 (non-inhibitor). (4) The compound is Cc1ccc(S(=O)(=O)NC(=O)c2cccn2C)cc1. The result is 0 (non-inhibitor). (5) The drug is CCCCOC(=O)NS(=O)(=O)c1sc(CC(C)C)cc1-c1ccc(Cn2c(CC)nc3c(C)cc(C)nc32)cc1. The result is 1 (inhibitor).